From a dataset of Full USPTO retrosynthesis dataset with 1.9M reactions from patents (1976-2016). Predict the reactants needed to synthesize the given product. (1) Given the product [Br:1][C:2]1[C:10]2[N:9]([C:11]3[CH:16]=[CH:15][C:14]([OH:17])=[C:13]([F:25])[CH:12]=3)[CH:8]=[CH:7][C:6]=2[C:5]([OH:26])=[C:4]([F:34])[CH:3]=1, predict the reactants needed to synthesize it. The reactants are: [Br:1][C:2]1[CH:3]=[C:4]([F:34])[C:5]([O:26]CC2C=CC=CC=2)=[C:6]2[C:10]=1[N:9]([C:11]1[CH:16]=[CH:15][C:14]([O:17]CC3C=CC=CC=3)=[C:13]([F:25])[CH:12]=1)[CH:8]=[CH:7]2. (2) Given the product [CH:1]1([C:4]2[CH:14]=[N:13][C:7]3[NH:8][CH2:9][C:10](=[O:12])[NH:11][C:6]=3[CH:5]=2)[CH2:3][CH2:2]1, predict the reactants needed to synthesize it. The reactants are: [CH:1]1([C:4]2[CH:14]=[N:13][C:7]3[N:8]=[CH:9][C:10](=[O:12])[NH:11][C:6]=3[CH:5]=2)[CH2:3][CH2:2]1. (3) Given the product [CH3:25][N:11]1[C:12]([NH:13][C:14]([O:15][C@@H:16]([C:18]2[CH:23]=[CH:22][CH:21]=[CH:20][CH:19]=2)[CH3:17])=[O:24])=[C:8]([C:5]2[CH:6]=[CH:7][C:2]([C:29]3[CH:30]=[CH:31][C:26]([C:32]4([C:35]([O:37][CH3:38])=[O:36])[CH2:34][CH2:33]4)=[CH:27][CH:28]=3)=[CH:3][CH:4]=2)[N:9]=[CH:10]1, predict the reactants needed to synthesize it. The reactants are: Br[C:2]1[CH:7]=[CH:6][C:5]([C:8]2[N:9]=[CH:10][N:11]([CH3:25])[C:12]=2[NH:13][C:14](=[O:24])[O:15][C@@H:16]([C:18]2[CH:23]=[CH:22][CH:21]=[CH:20][CH:19]=2)[CH3:17])=[CH:4][CH:3]=1.[C:26]1([C:32]2([C:35]([O:37][CH3:38])=[O:36])[CH2:34][CH2:33]2)[CH:31]=[CH:30][CH:29]=[CH:28][CH:27]=1.C([O-])([O-])=O.[K+].[K+].COCCOC. (4) Given the product [C:1]12([CH2:11][C:12]([NH:14][C:15]3[CH:24]=[CH:23][CH:22]=[C:21]4[C:16]=3[CH2:17][CH2:18][N:30]([CH2:29][C:28]3[CH:31]=[CH:32][C:33]([F:35])=[CH:34][C:27]=3[F:26])[C:20]4=[O:19])=[O:13])[CH2:10][CH:5]3[CH2:6][CH:7]([CH2:9][CH:3]([CH2:4]3)[CH2:2]1)[CH2:8]2, predict the reactants needed to synthesize it. The reactants are: [C:1]12([CH2:11][C:12]([NH:14][C:15]3[CH:24]=[CH:23][CH:22]=[C:21]4[C:16]=3[CH2:17][CH2:18][O:19][C:20]4=O)=[O:13])[CH2:10][CH:5]3[CH2:6][CH:7]([CH2:9][CH:3]([CH2:4]3)[CH2:2]1)[CH2:8]2.[F:26][C:27]1[CH:34]=[C:33]([F:35])[CH:32]=[CH:31][C:28]=1[CH2:29][NH2:30]. (5) Given the product [C:4]1(=[O:5])[O:6][C:1](=[O:7])[CH:2]=[CH:3]1.[CH2:8]=[C:9]([CH3:11])[CH3:10], predict the reactants needed to synthesize it. The reactants are: [C:1]1(=[O:7])[O:6][C:4](=[O:5])[CH:3]=[CH:2]1.[C:8](OO[C:9]([CH3:11])([CH3:10])[CH3:8])(=O)[C:9](C)([CH3:11])[CH3:10].C(OC(C)C)(=O)C. (6) Given the product [NH2:1][CH2:2][CH2:3][O:4][CH2:5][O:6][CH2:7][CH2:8][CH2:9][NH:10][C:16]([O:15][C:11]([CH3:14])([CH3:13])[CH3:12])=[O:17], predict the reactants needed to synthesize it. The reactants are: [NH2:1][CH2:2][CH2:3][O:4][CH2:5][O:6][CH2:7][CH2:8][CH2:9][NH2:10].[C:11]([O:15][C:16](O[C:16]([O:15][C:11]([CH3:14])([CH3:13])[CH3:12])=[O:17])=[O:17])([CH3:14])([CH3:13])[CH3:12]. (7) Given the product [CH2:16]([C:21]1[CH:29]=[CH:28][C:24]([C:25]([NH:15][CH2:14][CH2:13][C:10]2[CH:11]=[CH:12][C:7]([CH2:6][N:1]3[CH2:5][CH2:4][CH2:3][CH2:2]3)=[CH:8][CH:9]=2)=[O:26])=[CH:23][CH:22]=1)[CH2:17][CH2:18][CH2:19][CH3:20], predict the reactants needed to synthesize it. The reactants are: [N:1]1([CH2:6][C:7]2[CH:12]=[CH:11][C:10]([CH2:13][CH2:14][NH2:15])=[CH:9][CH:8]=2)[CH2:5][CH2:4][CH2:3][CH2:2]1.[CH2:16]([C:21]1[CH:29]=[CH:28][C:24]([C:25](O)=[O:26])=[CH:23][CH:22]=1)[CH2:17][CH2:18][CH2:19][CH3:20]. (8) Given the product [Cl:14][C:15]1[CH:20]=[CH:19][C:18]([S:21][CH:4]2[C:3]3[C:8](=[C:9]([F:12])[CH:10]=[CH:11][C:2]=3[F:1])[O:7][CH2:6][CH:5]2[OH:13])=[CH:17][CH:16]=1, predict the reactants needed to synthesize it. The reactants are: [F:1][C:2]1[CH:11]=[CH:10][C:9]([F:12])=[C:8]2[C:3]=1[CH:4]1[O:13][CH:5]1[CH2:6][O:7]2.[Cl:14][C:15]1[CH:20]=[CH:19][C:18]([SH:21])=[CH:17][CH:16]=1.O. (9) Given the product [S:53]1[CH2:52][CH2:51][N:50]=[C:48]1[C:45]1[NH:46][C:47]2[C:43]([CH:44]=1)=[CH:42][CH:41]=[CH:40][C:39]=2[N+:36]([O-:38])=[O:37], predict the reactants needed to synthesize it. The reactants are: C1(P(=O)(C2C=CC=CC=2)C2C=CC=CC=2)C=CC=CC=1.FC(F)(F)S(OS(C(F)(F)F)(=O)=O)(=O)=O.[N+:36]([C:39]1[CH:40]=[CH:41][CH:42]=[C:43]2[C:47]=1[NH:46][C:45]([C:48]([NH:50][CH2:51][CH2:52][S:53]C(C1C=CC=CC=1)(C1C=CC=CC=1)C1C=CC=CC=1)=O)=[CH:44]2)([O-:38])=[O:37]. (10) Given the product [C:13]1([NH:11][C:2]2[CH:3]=[CH:4][C:5]3[C:10](=[CH:9][CH:8]=[CH:7][CH:6]=3)[CH:1]=2)[CH:18]=[CH:17][CH:16]=[CH:15][CH:14]=1, predict the reactants needed to synthesize it. The reactants are: [CH:1]1[C:10]2[C:5](=[CH:6][CH:7]=[CH:8][CH:9]=2)[CH:4]=[CH:3][C:2]=1[NH2:11].I[C:13]1[CH:18]=[CH:17][CH:16]=[CH:15][CH:14]=1.CC(C)([O-])C.[Na+].